From a dataset of Experimentally validated miRNA-target interactions with 360,000+ pairs, plus equal number of negative samples. Binary Classification. Given a miRNA mature sequence and a target amino acid sequence, predict their likelihood of interaction. The miRNA is mmu-miR-216c-5p with sequence GAAGAAUCUCUACAGGUAAGUGU. The protein sequence of the target gene is MDEVYLYSDATTSKIARTVTQKLGFSKASSSGTRLHRGYVEEATLEDKPSQTSHIVFVVHGIGQKMDQGRIIKNTAMMREAARKMEEKHFSNHATHVEFLPVEWRSKLTLDGDTVDSITPDKVRGLRDMLNSSAMDIMYYTSPLYRDELVKGLQQELNRLYSLFCSRNPDFEEKGGKVSIVSHSLGCVITYDIMMGWNPGGLYEQLLQKEEELPDERWMSYEERHLLDELYITKRRLREIEDRLHGLKAPSISQTPALKFKVENFFCMGSPLAVFLALRGIRPGNSGSQDHILPREICNR.... Result: 0 (no interaction).